This data is from Peptide-MHC class I binding affinity with 185,985 pairs from IEDB/IMGT. The task is: Regression. Given a peptide amino acid sequence and an MHC pseudo amino acid sequence, predict their binding affinity value. This is MHC class I binding data. The peptide sequence is DLAQDPMLI. The binding affinity (normalized) is 0.0847. The MHC is HLA-B15:17 with pseudo-sequence HLA-B15:17.